Dataset: Forward reaction prediction with 1.9M reactions from USPTO patents (1976-2016). Task: Predict the product of the given reaction. Given the reactants [CH3:1][O:2][CH2:3][CH2:4][O:5][CH2:6][CH2:7][O:8][CH2:9][CH2:10][O:11][CH2:12][CH2:13][O:14][CH2:15][CH2:16][O:17][CH2:18][CH2:19][O:20][CH2:21][CH2:22][OH:23].[CH3:24][S:25](Cl)(=[O:27])=[O:26].[OH-:29].[NH4+:30], predict the reaction product. The product is: [CH3:24][S:25]([OH:27])(=[O:29])=[O:26].[CH3:1][O:2][CH:3]([NH2:30])[CH2:4][O:5][CH2:6][CH2:7][O:8][CH2:9][CH2:10][O:11][CH2:12][CH2:13][O:14][CH2:15][CH2:16][O:17][CH2:18][CH2:19][O:20][CH2:21][CH2:22][OH:23].